From a dataset of Reaction yield outcomes from USPTO patents with 853,638 reactions. Predict the reaction yield, written as a fraction of the theoretical maximum amount of product (1.0 means a 100% yield; for example, 0.34 means a 34% yield). (1) The reactants are F[C:2]1[CH:7]=[C:6]([F:8])[CH:5]=[CH:4][C:3]=1[N+:9]([O-:11])=[O:10].[NH2:12][C:13]1[S:14][CH:15]=[CH:16][C:17]=1[C:18]#[N:19].O.[OH-].[Li+]. The catalyst is CS(C)=O. The product is [F:8][C:6]1[CH:5]=[CH:4][C:3]([N+:9]([O-:11])=[O:10])=[C:2]([NH:12][C:13]2[S:14][CH:15]=[CH:16][C:17]=2[C:18]#[N:19])[CH:7]=1. The yield is 0.450. (2) The reactants are [CH3:1][O:2][C:3]1[CH:4]=[CH:5][C:6]([N+:11]([O-:13])=[O:12])=[C:7]([CH2:9][OH:10])[CH:8]=1.N1C=CN=C1.[CH3:19][C:20]([Si:23](Cl)([CH3:25])[CH3:24])([CH3:22])[CH3:21]. The catalyst is C1COCC1.CN(C=O)C. The product is [C:20]([Si:23]([O:10][CH2:9][C:7]1[CH:8]=[C:3]([O:2][CH3:1])[CH:4]=[CH:5][C:6]=1[N+:11]([O-:13])=[O:12])([CH3:25])[CH3:24])([CH3:22])([CH3:21])[CH3:19]. The yield is 0.840. (3) The reactants are [CH3:1][C:2]1[N:3]=[C:4]([CH2:20][CH2:21][CH3:22])[N:5]([CH2:9][CH2:10][O:11][C:12]2[CH:19]=[CH:18][C:15]([CH:16]=O)=[CH:14][CH:13]=2)[C:6](=[O:8])[CH:7]=1.[S:23]1[CH2:27][C:26](=[O:28])[NH:25][C:24]1=[O:29].C(O)(=O)C1C=CC=CC=1.N1CCCCC1. The catalyst is C1(C)C=CC=CC=1.O. The product is [CH3:1][C:2]1[N:3]=[C:4]([CH2:20][CH2:21][CH3:22])[N:5]([CH2:9][CH2:10][O:11][C:12]2[CH:19]=[CH:18][C:15]([CH:16]=[C:27]3[S:23][C:24](=[O:29])[NH:25][C:26]3=[O:28])=[CH:14][CH:13]=2)[C:6](=[O:8])[CH:7]=1. The yield is 0.990. (4) The reactants are [Br:1][C:2]1[CH:7]=[C:6]([O:8][CH2:9][CH3:10])[CH:5]=[CH:4][C:3]=1[N+:11]([O-])=O. The catalyst is CCO.Cl.[Fe]. The product is [Br:1][C:2]1[CH:7]=[C:6]([O:8][CH2:9][CH3:10])[CH:5]=[CH:4][C:3]=1[NH2:11]. The yield is 0.800. (5) The reactants are Cl[C:2]1[N:7]=[C:6]([Cl:8])[N:5]=[C:4]([N:9]2[CH2:14][CH2:13][O:12][CH2:11][CH2:10]2)[N:3]=1.Cl.[CH:16]12[NH:23][CH:20]([CH2:21][CH2:22]1)[CH2:19][O:18][CH2:17]2.CCN(CC)CC. The catalyst is C(Cl)Cl. The product is [Cl:8][C:6]1[N:5]=[C:4]([N:9]2[CH2:14][CH2:13][O:12][CH2:11][CH2:10]2)[N:3]=[C:2]([N:23]2[CH:16]3[CH2:22][CH2:21][CH:20]2[CH2:19][O:18][CH2:17]3)[N:7]=1. The yield is 0.960. (6) The reactants are [H-].[Na+].[CH:3]12[C:12](=[O:13])[NH:11][CH:10]1[CH2:9][CH2:8][CH:7]=[CH:6][CH2:5][CH2:4]2.Br[CH2:15][C:16]([OH:18])=[O:17].CN(C=O)C. The catalyst is C1COCC1. The product is [O:13]=[C:12]1[CH:3]2[CH:10]([CH2:9][CH2:8][CH:7]=[CH:6][CH2:5][CH2:4]2)[N:11]1[CH2:15][C:16]([OH:18])=[O:17]. The yield is 0.520. (7) The product is [F:1][C:2]1[C:10]([O:11][C:12]2[C:21]3[C:16](=[CH:17][C:18]([O:24][CH2:25][C@H:26]4[CH2:30][CH2:29][CH2:28][N:27]4[S:33]([CH3:32])(=[O:35])=[O:34])=[C:19]([O:22][CH3:23])[CH:20]=3)[N:15]=[CH:14][N:13]=2)=[CH:9][CH:8]=[C:7]2[C:3]=1[CH:4]=[C:5]([CH3:31])[NH:6]2. The yield is 0.570. The reactants are [F:1][C:2]1[C:10]([O:11][C:12]2[C:21]3[C:16](=[CH:17][C:18]([O:24][CH2:25][C@H:26]4[CH2:30][CH2:29][CH2:28][NH:27]4)=[C:19]([O:22][CH3:23])[CH:20]=3)[N:15]=[CH:14][N:13]=2)=[CH:9][CH:8]=[C:7]2[C:3]=1[CH:4]=[C:5]([CH3:31])[NH:6]2.[CH3:32][S:33](Cl)(=[O:35])=[O:34]. No catalyst specified. (8) The reactants are F[P-](F)(F)(F)(F)F.N1(O[P+](N(C)C)(N(C)C)N(C)C)[C:12]2[CH:13]=[CH:14][CH:15]=[CH:16][C:11]=2N=N1.[NH:28]1[CH2:32][CH2:31][CH2:30][CH2:29]1.CCN(CC)CC.[C:40]([NH:47][C@:48]([C:53]1[CH:58]=[CH:57][CH:56]=[CH:55][CH:54]=1)([C:50](O)=[O:51])[CH3:49])([O:42][C:43]([CH3:46])([CH3:45])[CH3:44])=[O:41]. The catalyst is CN(C=O)C. The product is [C:56]1([C:11]2[CH:12]=[CH:13][CH:14]=[CH:15][CH:16]=2)[CH:55]=[CH:54][C:53]([C:48]([NH:47][C:40](=[O:41])[O:42][C:43]([CH3:46])([CH3:45])[CH3:44])([CH3:49])[C:50](=[O:51])[N:28]2[CH2:32][CH2:31][CH2:30][CH2:29]2)=[CH:58][CH:57]=1. The yield is 0.750. (9) The reactants are [C:1]([NH:6][C:7]1[S:11][N:10]=[C:9]([CH3:12])[C:8]=1[C:13]([NH2:15])=[O:14])(=O)[CH2:2][CH2:3][CH3:4]. The catalyst is N. The product is [CH3:12][C:9]1[C:8]2[C:13](=[O:14])[NH:15][C:1]([CH2:2][CH2:3][CH3:4])=[N:6][C:7]=2[S:11][N:10]=1. The yield is 0.340.